From a dataset of Reaction yield outcomes from USPTO patents with 853,638 reactions. Predict the reaction yield, written as a fraction of the theoretical maximum amount of product (1.0 means a 100% yield; for example, 0.34 means a 34% yield). (1) The yield is 0.910. The catalyst is C(Cl)Cl. The reactants are FC(F)(F)S([O:6][Si:7]([C:10]([CH3:13])([CH3:12])[CH3:11])([CH3:9])[CH3:8])(=O)=O.[F:16][C:17]1[N:22]=[CH:21][C:20]([C:23]([CH3:27])([CH3:26])[CH2:24]O)=[CH:19][CH:18]=1.C(N(CC)C(C)C)(C)C. The product is [Si:7]([O:6][CH2:27][C:23]([C:20]1[CH:19]=[CH:18][C:17]([F:16])=[N:22][CH:21]=1)([CH3:24])[CH3:26])([C:10]([CH3:11])([CH3:12])[CH3:13])([CH3:8])[CH3:9]. (2) The reactants are Cl.[NH2:2][C:3]1[CH:11]=[CH:10][CH:9]=[C:5]([C:6]([OH:8])=O)[C:4]=1[C:12]([OH:14])=O.Cl.[NH2:16][C@@H:17]1[CH2:22][NH:21][C:20](=[O:23])[CH2:19][CH2:18]1.C(N(CC)CC)C. The catalyst is CN(C=O)C. The product is [NH2:2][C:3]1[CH:11]=[CH:10][CH:9]=[C:5]2[C:4]=1[C:12](=[O:14])[N:16]([C@H:17]1[CH2:18][CH2:19][C:20](=[O:23])[NH:21][CH2:22]1)[C:6]2=[O:8]. The yield is 0.470. (3) The yield is 0.840. The reactants are [Si]([C:5]#[N:6])(C)(C)C.[NH2:7][C:8]1[CH:17]=[CH:16][C:11]([C:12]([NH:14][CH3:15])=[O:13])=[C:10]([F:18])[CH:9]=1.[C:19]1(=O)[CH2:22][CH2:21][CH2:20]1. The product is [C:5]([C:19]1([NH:7][C:8]2[CH:17]=[CH:16][C:11]([C:12]([NH:14][CH3:15])=[O:13])=[C:10]([F:18])[CH:9]=2)[CH2:22][CH2:21][CH2:20]1)#[N:6]. The catalyst is C(O)(=O)C.O. (4) The reactants are [Cl:1][C:2]1[CH:10]=[C:9]([CH2:11][CH2:12][C:13]([O:15][CH3:16])=[O:14])[C:8]([Cl:17])=[CH:7][C:3]=1[C:4]([OH:6])=O.CCN=C=NCCCN(C)C.Cl.C1C=CC2N(O)N=NC=2C=1.[Cl:40][C:41]1[C:42]2[N:43]([CH:51]=[C:52]([C:54](=[N:56]O)[NH2:55])[N:53]=2)[CH:44]=[C:45]([C:47]([F:50])([F:49])[F:48])[CH:46]=1. The catalyst is CN(C=O)C.CCOC(C)=O. The product is [Cl:17][C:8]1[CH:7]=[C:3]([C:4]2[O:6][N:56]=[C:54]([C:52]3[N:53]=[C:42]4[C:41]([Cl:40])=[CH:46][C:45]([C:47]([F:50])([F:49])[F:48])=[CH:44][N:43]4[CH:51]=3)[N:55]=2)[C:2]([Cl:1])=[CH:10][C:9]=1[CH2:11][CH2:12][C:13]([O:15][CH3:16])=[O:14]. The yield is 0.445.